From a dataset of Catalyst prediction with 721,799 reactions and 888 catalyst types from USPTO. Predict which catalyst facilitates the given reaction. (1) Reactant: CN([CH:4]=[C:5]1[C:10](=O)[CH2:9][CH2:8][N:7]([C:12]2[CH:17]=[CH:16][N:15]=[C:14]([C:18]([NH:20][C:21]3[CH:26]=[CH:25][CH:24]=[C:23]([C:27]([F:30])([F:29])[F:28])[CH:22]=3)=[O:19])[CH:13]=2)[CH2:6]1)C.C(=O)(O)O.[NH2:35][C:36]([NH2:38])=[NH:37].O.O.O.C([O-])(=O)C.[Na+]. Product: [NH2:37][C:36]1[N:38]=[CH:4][C:5]2[CH2:6][N:7]([C:12]3[CH:17]=[CH:16][N:15]=[C:14]([C:18]([NH:20][C:21]4[CH:26]=[CH:25][CH:24]=[C:23]([C:27]([F:30])([F:28])[F:29])[CH:22]=4)=[O:19])[CH:13]=3)[CH2:8][CH2:9][C:10]=2[N:35]=1. The catalyst class is: 14. (2) Reactant: [CH3:1][O:2][C:3]1[CH:4]=[C:5]2[C:10](=[CH:11][CH:12]=1)[CH:9]=[C:8](Br)[CH:7]=[CH:6]2.C([Li])CCC.[B:19](OC(C)C)([O:24]C(C)C)[O:20]C(C)C.Cl. Product: [CH3:1][O:2][C:3]1[CH:4]=[C:5]2[C:10](=[CH:11][CH:12]=1)[CH:9]=[C:8]([B:19]([OH:24])[OH:20])[CH:7]=[CH:6]2. The catalyst class is: 54. (3) Reactant: [Cl:1][C:2]1[CH:3]=[C:4]([CH:20]=[CH:21][CH:22]=1)[C:5]([C@@H:7]1[O:12][CH2:11][CH2:10][N:9]([C:13]([O:15][C:16]([CH3:19])([CH3:18])[CH3:17])=[O:14])[CH2:8]1)=[O:6].[BH4-].[Na+].O. Product: [Cl:1][C:2]1[CH:3]=[C:4]([C@H:5]([OH:6])[C@@H:7]2[O:12][CH2:11][CH2:10][N:9]([C:13]([O:15][C:16]([CH3:18])([CH3:17])[CH3:19])=[O:14])[CH2:8]2)[CH:20]=[CH:21][CH:22]=1. The catalyst class is: 5.